From a dataset of Catalyst prediction with 721,799 reactions and 888 catalyst types from USPTO. Predict which catalyst facilitates the given reaction. Reactant: [NH2:1][CH:2]1[CH2:11][CH2:10][CH2:9][C:8]2[N:7]=[C:6]([CH2:12][CH2:13][O:14][Si](C(C)(C)C)(C3C=CC=CC=3)C3C=CC=CC=3)[N:5]=[CH:4][C:3]1=2.CCCC[N+](CCCC)(CCCC)CCCC.[F-].CCOC(C)=O.CCOC(C)=O.CO. Product: [NH2:1][CH:2]1[CH2:11][CH2:10][CH2:9][C:8]2[N:7]=[C:6]([CH2:12][CH2:13][OH:14])[N:5]=[CH:4][C:3]1=2. The catalyst class is: 36.